Dataset: Catalyst prediction with 721,799 reactions and 888 catalyst types from USPTO. Task: Predict which catalyst facilitates the given reaction. (1) Reactant: Cl[C:2]1[CH:9]=[CH:8][C:5]([C:6]#[N:7])=[CH:4][N:3]=1.[CH3:10][NH:11][CH:12]1[CH2:17][CH2:16][N:15]([CH2:18][C:19]2[CH:24]=[CH:23][CH:22]=[C:21]([C:25]([F:28])([F:27])[F:26])[CH:20]=2)[CH2:14][CH2:13]1.C(N(C(C)C)CC)(C)C. Product: [CH3:10][N:11]([CH:12]1[CH2:13][CH2:14][N:15]([CH2:18][C:19]2[CH:24]=[CH:23][CH:22]=[C:21]([C:25]([F:28])([F:26])[F:27])[CH:20]=2)[CH2:16][CH2:17]1)[C:2]1[CH:9]=[CH:8][C:5]([C:6]#[N:7])=[CH:4][N:3]=1. The catalyst class is: 51. (2) Reactant: [C:1]1([CH3:11])[CH:6]=[CH:5][C:4]([S:7](Cl)(=[O:9])=[O:8])=[CH:3][CH:2]=1.[OH:12][CH2:13][C:14]1([CH3:20])[CH2:18][O:17][C:16](=[O:19])[NH:15]1. Product: [CH3:11][C:1]1[CH:6]=[CH:5][C:4]([S:7]([O:12][CH2:13][C:14]2([CH3:20])[CH2:18][O:17][C:16](=[O:19])[NH:15]2)(=[O:9])=[O:8])=[CH:3][CH:2]=1. The catalyst class is: 529. (3) Reactant: [CH:1]1([C:7]2[C:8]3[CH:26]=[CH:25][C:24]([C:27]([NH:29][C:30]([CH3:36])([CH3:35])[C:31]([O:33]C)=[O:32])=[O:28])=[CH:23][C:9]=3[N:10]3[C:16]=2[C:15]2[CH:17]=[CH:18][C:19]([O:21][CH3:22])=[CH:20][C:14]=2[O:13][CH2:12][CH2:11]3)[CH2:6][CH2:5][CH2:4][CH2:3][CH2:2]1.[OH-].[Na+].Cl.O. Product: [CH:1]1([C:7]2[C:8]3[CH:26]=[CH:25][C:24]([C:27]([NH:29][C:30]([CH3:36])([CH3:35])[C:31]([OH:33])=[O:32])=[O:28])=[CH:23][C:9]=3[N:10]3[C:16]=2[C:15]2[CH:17]=[CH:18][C:19]([O:21][CH3:22])=[CH:20][C:14]=2[O:13][CH2:12][CH2:11]3)[CH2:2][CH2:3][CH2:4][CH2:5][CH2:6]1. The catalyst class is: 83.